From a dataset of NCI-60 drug combinations with 297,098 pairs across 59 cell lines. Regression. Given two drug SMILES strings and cell line genomic features, predict the synergy score measuring deviation from expected non-interaction effect. Drug 1: CC1CCC2CC(C(=CC=CC=CC(CC(C(=O)C(C(C(=CC(C(=O)CC(OC(=O)C3CCCCN3C(=O)C(=O)C1(O2)O)C(C)CC4CCC(C(C4)OC)O)C)C)O)OC)C)C)C)OC. Drug 2: CCC1(C2=C(COC1=O)C(=O)N3CC4=CC5=C(C=CC(=C5CN(C)C)O)N=C4C3=C2)O.Cl. Cell line: COLO 205. Synergy scores: CSS=68.7, Synergy_ZIP=9.60, Synergy_Bliss=7.13, Synergy_Loewe=-8.43, Synergy_HSA=11.4.